This data is from Reaction yield outcomes from USPTO patents with 853,638 reactions. The task is: Predict the reaction yield, written as a fraction of the theoretical maximum amount of product (1.0 means a 100% yield; for example, 0.34 means a 34% yield). (1) The catalyst is ClCCl.O. The reactants are [N:1]1[N:2]2[CH2:11][CH2:10][CH2:9][C:3]2=[CH:4][C:5]=1[C:6]([O-])=[O:7].[K+].CN(C)C=O.C(Cl)(=O)C(Cl)=O.Cl.[CH3:25][NH:26][O:27][CH3:28].C(N(CC)C(C)C)(C)C. The product is [CH3:28][O:27][N:26]([CH3:25])[C:6]([C:5]1[CH:4]=[C:3]2[CH2:9][CH2:10][CH2:11][N:2]2[N:1]=1)=[O:7]. The yield is 0.690. (2) The reactants are [NH2:1][C@@H:2]([CH2:6][NH:7][CH2:8][C:9]1[CH:14]=[CH:13][CH:12]=[CH:11][CH:10]=1)[C:3]([OH:5])=[O:4].[ClH:15].[CH3:16]O. No catalyst specified. The product is [ClH:15].[ClH:15].[CH3:16][O:4][C:3](=[O:5])[CH:2]([NH2:1])[CH2:6][NH:7][CH2:8][C:9]1[CH:14]=[CH:13][CH:12]=[CH:11][CH:10]=1. The yield is 0.975. (3) The reactants are [Cl:1][C:2]1[CH:7]=[CH:6][N:5]=[C:4]2[CH:8]=[CH:9][S:10][C:3]=12.[CH3:11][O:12][CH2:13][N:14]=[C:15]=[S:16]. The catalyst is C1COCC1. The product is [CH3:11][O:12][CH2:13][NH:14][C:15]([C:9]1[S:10][C:3]2[C:4](=[N:5][CH:6]=[CH:7][C:2]=2[Cl:1])[CH:8]=1)=[S:16]. The yield is 0.950. (4) The reactants are FC(F)(F)C(O)=O.[O:8]1[C:12]2[CH:13]=[CH:14][C:15]([C:17]3([C:20]([NH:22][C:23]4[CH:24]=[C:25]5[C:29](=[CH:30][CH:31]=4)[NH:28][C:27]([C:32]([CH3:43])([CH3:42])[CH2:33][NH:34]C(=O)OC(C)(C)C)=[CH:26]5)=[O:21])[CH2:19][CH2:18]3)=[CH:16][C:11]=2[O:10][CH2:9]1. The catalyst is ClCCl. The product is [NH2:34][CH2:33][C:32]([C:27]1[NH:28][C:29]2[C:25]([CH:26]=1)=[CH:24][C:23]([NH:22][C:20]([C:17]1([C:15]3[CH:14]=[CH:13][C:12]4[O:8][CH2:9][O:10][C:11]=4[CH:16]=3)[CH2:19][CH2:18]1)=[O:21])=[CH:31][CH:30]=2)([CH3:42])[CH3:43]. The yield is 0.860.